This data is from NCI-60 drug combinations with 297,098 pairs across 59 cell lines. The task is: Regression. Given two drug SMILES strings and cell line genomic features, predict the synergy score measuring deviation from expected non-interaction effect. (1) Drug 1: C1CCN(CC1)CCOC2=CC=C(C=C2)C(=O)C3=C(SC4=C3C=CC(=C4)O)C5=CC=C(C=C5)O. Drug 2: CC1=CC2C(CCC3(C2CCC3(C(=O)C)OC(=O)C)C)C4(C1=CC(=O)CC4)C. Cell line: UO-31. Synergy scores: CSS=4.15, Synergy_ZIP=-2.25, Synergy_Bliss=-1.88, Synergy_Loewe=-2.41, Synergy_HSA=-0.176. (2) Drug 1: C1C(C(OC1N2C=C(C(=O)NC2=O)F)CO)O. Drug 2: CC1=C2C(C(=O)C3(C(CC4C(C3C(C(C2(C)C)(CC1OC(=O)C(C(C5=CC=CC=C5)NC(=O)C6=CC=CC=C6)O)O)OC(=O)C7=CC=CC=C7)(CO4)OC(=O)C)O)C)OC(=O)C. Cell line: SNB-75. Synergy scores: CSS=9.24, Synergy_ZIP=-6.24, Synergy_Bliss=-0.615, Synergy_Loewe=-3.04, Synergy_HSA=-0.584.